From a dataset of Catalyst prediction with 721,799 reactions and 888 catalyst types from USPTO. Predict which catalyst facilitates the given reaction. (1) Reactant: [Cl:1][C:2]1[CH:3]=[C:4]([C:12]2[O:16][N:15]=[C:14]([C:17]3[CH:18]=[CH:19][CH:20]=[C:21]4[C:25]=3[N:24]([CH3:26])[CH:23]=[C:22]4[CH2:27][NH:28][C@H:29]([C:31]([O-:33])=[O:32])[CH3:30])[N:13]=2)[CH:5]=[CH:6][C:7]=1[O:8][CH:9]([CH3:11])[CH3:10].[OH-].[Na+].Cl. Product: [Cl:1][C:2]1[CH:3]=[C:4]([C:12]2[O:16][N:15]=[C:14]([C:17]3[CH:18]=[CH:19][CH:20]=[C:21]4[C:25]=3[N:24]([CH3:26])[CH:23]=[C:22]4[CH2:27][NH:28][C@H:29]([C:31]([OH:33])=[O:32])[CH3:30])[N:13]=2)[CH:5]=[CH:6][C:7]=1[O:8][CH:9]([CH3:10])[CH3:11]. The catalyst class is: 1. (2) Reactant: C(OC([NH:8][S:9]([N:12]([CH3:50])[CH2:13][CH2:14][N:15]1[CH2:19][CH2:18][CH2:17][CH:16]1[CH2:20][O:21][C@H:22]1[CH2:29][N:28]2[C:30]3[CH:31]=[C:32]([C:43]([OH:45])=[O:44])[CH:33]=[CH:34][C:35]=3[C:36]([CH:37]3[CH2:42][CH2:41][CH2:40][CH2:39][CH2:38]3)=[C:27]2[C:26]2[CH:46]=[CH:47][CH:48]=[CH:49][C:25]=2[O:24][CH2:23]1)(=[O:11])=[O:10])=O)(C)(C)C.C(O)(C(F)(F)F)=O. Product: [NH2:8][S:9]([N:12]([CH3:50])[CH2:13][CH2:14][N:15]1[CH2:19][CH2:18][CH2:17][CH:16]1[CH2:20][O:21][C@H:22]1[CH2:29][N:28]2[C:30]3[CH:31]=[C:32]([C:43]([OH:45])=[O:44])[CH:33]=[CH:34][C:35]=3[C:36]([CH:37]3[CH2:42][CH2:41][CH2:40][CH2:39][CH2:38]3)=[C:27]2[C:26]2[CH:46]=[CH:47][CH:48]=[CH:49][C:25]=2[O:24][CH2:23]1)(=[O:11])=[O:10]. The catalyst class is: 2. (3) Reactant: Cl.CC1(C)[C@@H]2CC[C@@]1(CS)[C@H](N1CCOCC1)C2.C([Zn][CH2:22][CH3:23])C.[CH:24](=[O:31])[C:25]1[CH:30]=[CH:29][CH:28]=[CH:27][CH:26]=1.[NH4+].[Cl-]. Product: [C:25]1([C@H:24]([OH:31])[CH2:22][CH3:23])[CH:30]=[CH:29][CH:28]=[CH:27][CH:26]=1. The catalyst class is: 13. (4) Reactant: [H-].[Na+].C1COCC1.[F:8][C:9]([F:41])([F:40])[C:10]1[CH:11]=[C:12]([CH:33]=[C:34]([C:36]([F:39])([F:38])[F:37])[CH:35]=1)[CH2:13][N:14]([CH2:30][CH2:31][OH:32])[C:15]([C:17]1[C:18](Cl)=[N:19][CH:20]=[CH:21][C:22]=1[C:23]1[CH:28]=[CH:27][CH:26]=[CH:25][CH:24]=1)=[O:16]. Product: [F:8][C:9]([F:41])([F:40])[C:10]1[CH:11]=[C:12]([CH:33]=[C:34]([C:36]([F:39])([F:38])[F:37])[CH:35]=1)[CH2:13][N:14]1[C:15](=[O:16])[C:17]2[C:22]([C:23]3[CH:28]=[CH:27][CH:26]=[CH:25][CH:24]=3)=[CH:21][CH:20]=[N:19][C:18]=2[O:32][CH2:31][CH2:30]1. The catalyst class is: 13. (5) Product: [Cl:34][C:31]1[CH:32]=[CH:33][C:28]([C:26]2[S:27][C:21]3[C:20](=[O:35])[N:19]([C:16]4[CH:17]=[CH:18][C:13]([O:12][CH:10]5[CH2:9][N:8]([CH3:6])[CH2:11]5)=[C:14]([F:36])[CH:15]=4)[CH:24]=[CH:23][C:22]=3[CH:25]=2)=[CH:29][CH:30]=1. Reactant: C(O[C:6]([N:8]1[CH2:11][CH:10]([O:12][C:13]2[CH:18]=[CH:17][C:16]([N:19]3[CH:24]=[CH:23][C:22]4[CH:25]=[C:26]([C:28]5[CH:33]=[CH:32][C:31]([Cl:34])=[CH:30][CH:29]=5)[S:27][C:21]=4[C:20]3=[O:35])=[CH:15][C:14]=2[F:36])[CH2:9]1)=O)(C)(C)C.C(O)(C(F)(F)F)=O.C=O.CC(O)=O.[BH3-]C#N.[Na+]. The catalyst class is: 2. (6) Reactant: [CH3:1][C:2]1[N:7]=[C:6]([C:8]2[C:9](C(O)=O)=[C:10]3[CH2:15][CH2:14][CH2:13][N:11]3[N:12]=2)[CH:5]=[CH:4][CH:3]=1.[Br:19]NC(=O)CCC(N)=O. Product: [Br:19][C:9]1[C:8]([C:6]2[CH:5]=[CH:4][CH:3]=[C:2]([CH3:1])[N:7]=2)=[N:12][N:11]2[CH2:13][CH2:14][CH2:15][C:10]=12. The catalyst class is: 42.